This data is from Reaction yield outcomes from USPTO patents with 853,638 reactions. The task is: Predict the reaction yield, written as a fraction of the theoretical maximum amount of product (1.0 means a 100% yield; for example, 0.34 means a 34% yield). (1) The reactants are [H-].[Al+3].[Li+].[H-].[H-].[H-].O1CCCC1.[F:12][C:13]([F:22])([F:21])[C:14]([OH:20])([CH3:19])[CH2:15][C:16]([NH2:18])=O. No catalyst specified. The product is [NH2:18][CH2:16][CH2:15][C:14]([CH3:19])([OH:20])[C:13]([F:22])([F:21])[F:12]. The yield is 0.810. (2) The product is [I:21][C:2]1[C:11]2[C:6](=[CH:7][CH:8]=[C:9]([CH:12]=[O:13])[CH:10]=2)[N:5]=[CH:4][CH:3]=1. The catalyst is C(#N)CC. The yield is 0.850. The reactants are Cl[C:2]1[C:11]2[C:6](=[CH:7][CH:8]=[C:9]([CH:12]=[O:13])[CH:10]=2)[N:5]=[CH:4][CH:3]=1.Cl.O1CCOCC1.[I-:21].[Na+].